From a dataset of Forward reaction prediction with 1.9M reactions from USPTO patents (1976-2016). Predict the product of the given reaction. (1) Given the reactants [CH3:1][N:2]1[C:10]2[C:5](=[CH:6][CH:7]=[CH:8][CH:9]=2)[C:4]([CH2:11][C:12]2[C:13](=[O:19])[NH:14][C:15](=[S:18])[NH:16][CH:17]=2)=[CH:3]1.[Cl:20][C:21]1[CH:37]=[CH:36][C:24]([O:25][C:26]2[CH:33]=[CH:32][C:31]([CH2:34]Cl)=[CH:30][C:27]=2[C:28]#[N:29])=[CH:23][C:22]=1[C:38]([F:41])([F:40])[F:39].CCN(C(C)C)C(C)C, predict the reaction product. The product is: [Cl:20][C:21]1[CH:37]=[CH:36][C:24]([O:25][C:26]2[CH:33]=[CH:32][C:31]([CH2:34][S:18][C:15]3[NH:16][CH:17]=[C:12]([CH2:11][C:4]4[C:5]5[C:10](=[CH:9][CH:8]=[CH:7][CH:6]=5)[N:2]([CH3:1])[CH:3]=4)[C:13](=[O:19])[N:14]=3)=[CH:30][C:27]=2[C:28]#[N:29])=[CH:23][C:22]=1[C:38]([F:39])([F:40])[F:41]. (2) The product is: [C:14]([C:7]12[CH2:9][CH:3]3[CH2:4][CH:5]([CH2:10][CH:1]([C:2]3=[O:11])[CH2:8]1)[CH2:6]2)(=[O:16])[CH3:13]. Given the reactants [CH:1]12[CH2:10][CH:5]3[CH2:6][CH:7]([CH2:9][CH:3]([CH2:4]3)[C:2]1=[O:11])[CH2:8]2.C[C:13](=O)[C:14](=[O:16])C.O=O, predict the reaction product. (3) Given the reactants [CH3:1][N:2]1[CH2:7][CH2:6][NH:5][CH2:4][CH2:3]1.C(=O)([O-])[O-].[K+].[K+].[Cl:14][CH2:15][CH2:16][CH2:17][CH2:18]Br, predict the reaction product. The product is: [CH3:1][N:2]1[CH2:7][CH2:6][N:5]([CH2:18][CH2:17][CH2:16][CH2:15][Cl:14])[CH2:4][CH2:3]1. (4) Given the reactants [C:1]1([N:11]2[C:15]([SH:16])=[N:14][N:13]=[N:12]2)[C:10]2[C:5](=[CH:6][CH:7]=[CH:8][CH:9]=2)[CH:4]=[CH:3][CH:2]=1.Br[CH2:18][C:19]([O:21][CH2:22][CH3:23])=[O:20].C(=O)([O-])[O-].[K+].[K+].O, predict the reaction product. The product is: [C:1]1([N:11]2[C:15]([S:16][CH2:18][C:19]([O:21][CH2:22][CH3:23])=[O:20])=[N:14][N:13]=[N:12]2)[C:10]2[C:5](=[CH:6][CH:7]=[CH:8][CH:9]=2)[CH:4]=[CH:3][CH:2]=1.